Dataset: Experimentally validated miRNA-target interactions with 360,000+ pairs, plus equal number of negative samples. Task: Binary Classification. Given a miRNA mature sequence and a target amino acid sequence, predict their likelihood of interaction. (1) Result: 0 (no interaction). The miRNA is hsa-miR-16-1-3p with sequence CCAGUAUUAACUGUGCUGCUGA. The protein sequence of the target gene is MDSDSGEQSEGEPGTAAGPHVFSSKNLALQAQKKILSKIASKTVANMLIDDTSSEIFDELYKVTEIHTHNKKEAHKIMKDAIKVAIKIGILYRNKQFSQEEVIIVEKLRKKLNQTAMTMVSFYEVEYTFDTNVLSKLLHECKDLVHELVQRHLTPRTHGRINHVFNHFADVEFLSTLYGPHGNCRPNLKRICEGINKLLDDKIL. (2) The protein sequence of the target gene is MQREEKQLEASLDALLSQVADLKNSLGSFICKLENEYGRLTWPSVLDSFALLSGQLNTLNKVLKHEKTPLFRNQVIIPLVLSPDRDEDLMRQTEGRVPVFSHEVVPDHLRTKPDPEVEEQEKQLTTDAARIGADAAQKQIQSLNKMCSNLLEKISKEERESESGGLRPNKQTFNPTDTNALVAAVAFGKGLSNWRPSGSSGPGQAGQPGAGTILAGTSGLQQVQMAGAPSQQQPMLSGVQMAQAGQPGKMPSGIKTNIKSASMHPYQR. The miRNA is hsa-miR-5088-3p with sequence UCCCUUCUUCCUGGGCCCUCA. Result: 1 (interaction). (3) The miRNA is hsa-miR-6769b-3p with sequence CCCUCUCUGUCCCACCCAUAG. The protein sequence of the target gene is MSSYFVNSLFTKYKSGDTLRPNYYECGFAQDLGTRPTVVYGPGTGATFQHAPQIQEFYHHGASTLSAAPYQQSPCAVTCHGEPGNFYGYDALQRQTLFGAQDADLVQYSDCKLATGGIGDETDNTEQSPSPTQLFPWMRPQAAGRRRGRQTYSRYQTLELEKEFLFNPYLTRKRRIEVSHALGLTERQVKIWFQNRRMKWKKENNKDKFPSSKSEQEQIEKEKREKEQASGTQSAGEDCDKAKQM. Result: 0 (no interaction). (4) The miRNA is hsa-miR-487a-3p with sequence AAUCAUACAGGGACAUCCAGUU. The protein sequence of the target gene is MSRADPGKNSEPSESKMSLELRPTAPSDLGRSNEAFQDEDLERQNTPGNSTVRNRVVQSGEQGHAKQDDRQITIEQEPLGNKEDPEDDSEDEHQKGFLERKYDTICEFCRKHRVVLRSTIWAVLLTGFLALVIAACAINFHRALPLFVITLVTIFFVIWDHLMAKYEQRIDDFLSPGRRLLDRHWFWLKWVVWSSLILAIILWLSLDTAKLGQQNLVSFGGLIMYLILLFLFSKHPTRVYWRPVFWGIGLQFLLGLLILRTRPGFVAFDWMGRQVQTFLGYTDTGARFVFGEKYTDHFFA.... Result: 0 (no interaction). (5) The miRNA is hsa-miR-153-3p with sequence UUGCAUAGUCACAAAAGUGAUC. The protein sequence of the target gene is MRRLNRKKTLSLVKELDAFPKVPESYVETSASGGTVSLIAFTTMALLTIMEFSVYQDTWMKYEYEVDKDFSSKLRINIDITVAMKCQYVGADVLDLAETMVASADGLVYEPTVFDLSPQQKEWQRMLQLIQSRLQEEHSLQDVIFKSAFKSTSTALPPREDDSSQSPNACRIHGHLYVNKVAGNFHITVGKAIPHPRGHAHLAALVNHESYNFSHRIDHLSFGELVPAIINPLDGTEKIAIDHNQMFQYFITVVPTKLHTYKISADTHQFSVTERERIINHAAGSHGVSGIFMKYDLSSL.... Result: 1 (interaction). (6) The miRNA is hsa-miR-3150b-5p with sequence CAACCUCGAGGAUCUCCCCAGC. The protein sequence of the target gene is METAEKECGALGGLFQAIVNDMKSSYPIWEDFNSKAAKLHSQLRTTVLAAVAFLDAFQKVADMATNTRGATRDIGSALTRMCMRHRSIETKLRQFTNALLESLINPLQERIEDWKKSANQLDKDHAKEYKRARHEIKKKSSDTLKLQKKARKGKGDLQPQLDSALQDVNDMYLLLEETEKQAVRRALIEERGRFCTFITFLQPVVNGELTMLGEITHLQGIIDDLVVLTADPHKLPPASEQVIKDLKGSDYSWSYQTPPSSPSSSNSRKSSMCSLAQPATTRLSSVSSHDSGFVSQDPTY.... Result: 0 (no interaction). (7) The miRNA is hsa-miR-1266-3p with sequence CCCUGUUCUAUGCCCUGAGGGA. The protein sequence of the target gene is MEKPATRKKKSQAPKEEAGAQKATVKGEKTSKGKKATKKPRKPRRPRKEPVLSPEDEAHIFDAFDASFKDDFEGVPVFVPFQRKKPYECGECGRIFKHKTDHIRHQRVHTGEKPFKCDQCGKTFRHSSDVTKHQRIHTGEKPFKCGECGKAFNCGSNLLKHQKTHTGEKPYGCEECGKSFAYSSCLIRHRKRHPRKKH. Result: 0 (no interaction).